Dataset: Catalyst prediction with 721,799 reactions and 888 catalyst types from USPTO. Task: Predict which catalyst facilitates the given reaction. (1) Reactant: [CH:1]1([C:7]2[C:15]3[C:10](=[CH:11][C:12]([C:16]([OH:18])=[O:17])=[CH:13][CH:14]=3)[NH:9][CH:8]=2)[CH2:6][CH2:5][CH2:4][CH2:3][CH2:2]1.[C:19](=O)([O-])[O-].[K+].[K+].IC.Cl. Product: [CH:1]1([C:7]2[C:15]3[C:10](=[CH:11][C:12]([C:16]([O:18][CH3:19])=[O:17])=[CH:13][CH:14]=3)[NH:9][CH:8]=2)[CH2:2][CH2:3][CH2:4][CH2:5][CH2:6]1. The catalyst class is: 136. (2) Reactant: [C:1]([O:5][C:6]([NH:8]/[C:9](=[CH:14]\[C:15]1[CH:16]=[N:17][C:18]([C:21]([F:24])([F:23])[CH3:22])=[CH:19][CH:20]=1)/[C:10]([O:12][CH3:13])=[O:11])=[O:7])([CH3:4])([CH3:3])[CH3:2]. Product: [C:1]([O:5][C:6]([NH:8][C@@H:9]([CH2:14][C:15]1[CH:16]=[N:17][C:18]([C:21]([F:24])([F:23])[CH3:22])=[CH:19][CH:20]=1)[C:10]([O:12][CH3:13])=[O:11])=[O:7])([CH3:4])([CH3:2])[CH3:3]. The catalyst class is: 5. (3) Reactant: [CH:1](=O)[CH3:2].[ClH:4].Cl.[N:6]1([CH2:12][CH2:13][O:14][NH2:15])[CH2:11][CH2:10][O:9][CH2:8][CH2:7]1.[OH-].[Na+]. Product: [N:6]1([CH2:12][CH2:13][O:14][N:15]=[CH:2][CH2:1][Cl:4])[CH2:11][CH2:10][O:9][CH2:8][CH2:7]1. The catalyst class is: 6. (4) Product: [NH2:20][C:18]1[S:19][C:2]([CH2:3][CH2:4][C:5]([O:7][CH3:8])=[O:6])=[C:9]([C:10]2[CH:15]=[CH:14][CH:13]=[CH:12][CH:11]=2)[N:17]=1. Reactant: Br[CH:2]([C:9](=O)[C:10]1[CH:15]=[CH:14][CH:13]=[CH:12][CH:11]=1)[CH2:3][CH2:4][C:5]([O:7][CH3:8])=[O:6].[NH2:17][C:18]([NH2:20])=[S:19]. The catalyst class is: 5. (5) Reactant: [NH2:1][C:2]1[N:9]=[CH:8][CH:7]=[C:6]([O:10]C)[C:3]=1[C:4]#[N:5].Cl[CH2:13][CH:14]=O.CCOCC. Product: [OH:10][C:6]1[CH:7]=[CH:8][N:9]2[CH:13]=[CH:14][N:1]=[C:2]2[C:3]=1[C:4]#[N:5]. The catalyst class is: 14. (6) Reactant: [CH:1]1([NH:6][C@H:7]2[C:16]3[C:11](=[CH:12][CH:13]=[CH:14][CH:15]=3)[N:10]([C:17](=[O:26])[C:18]3[CH:23]=[CH:22][C:21]([O:24][CH3:25])=[CH:20][CH:19]=3)[C@@H:9]([CH3:27])[CH2:8]2)[CH2:5][CH2:4][CH2:3][CH2:2]1.C(N(C(C)C)CC)(C)C.[C:37](Cl)(=[O:39])[CH3:38]. Product: [CH:1]1([N:6]([C@H:7]2[C:16]3[C:11](=[CH:12][CH:13]=[CH:14][CH:15]=3)[N:10]([C:17](=[O:26])[C:18]3[CH:23]=[CH:22][C:21]([O:24][CH3:25])=[CH:20][CH:19]=3)[C@@H:9]([CH3:27])[CH2:8]2)[C:37](=[O:39])[CH3:38])[CH2:5][CH2:4][CH2:3][CH2:2]1. The catalyst class is: 2. (7) Reactant: [Br:1][C:2]1[CH:7]=[CH:6][C:5]([C:8]2[NH:12][N:11]=[C:10]([C:13]([F:16])([F:15])[F:14])[CH:9]=2)=[CH:4][CH:3]=1.Br[CH2:18][CH2:19][Cl:20].[H-].[Na+]. Product: [Br:1][C:2]1[CH:3]=[CH:4][C:5]([C:8]2[N:12]([CH2:18][CH2:19][Cl:20])[N:11]=[C:10]([C:13]([F:14])([F:16])[F:15])[CH:9]=2)=[CH:6][CH:7]=1. The catalyst class is: 3. (8) Reactant: [Cl:1][C:2]1[CH:25]=[CH:24][C:5]2[N:6]=[C:7]([NH:9][C:10]3[N:14]([CH2:15][CH3:16])[C:13]4[CH:17]=[CH:18][C:19]([C:21](O)=[O:22])=[CH:20][C:12]=4[N:11]=3)[S:8][C:4]=2[CH:3]=1.[CH2:26]([O:28][CH2:29][CH2:30][NH2:31])[CH3:27].CN(C(ON1N=NC2C=CC=CC1=2)=[N+](C)C)C.F[P-](F)(F)(F)(F)F.CCN(C(C)C)C(C)C. Product: [CH2:26]([O:28][CH2:29][CH2:30][NH:31][C:21]([C:19]1[CH:18]=[CH:17][C:13]2[N:14]([CH2:15][CH3:16])[C:10]([NH:9][C:7]3[S:8][C:4]4[CH:3]=[C:2]([Cl:1])[CH:25]=[CH:24][C:5]=4[N:6]=3)=[N:11][C:12]=2[CH:20]=1)=[O:22])[CH3:27]. The catalyst class is: 3.